Dataset: Forward reaction prediction with 1.9M reactions from USPTO patents (1976-2016). Task: Predict the product of the given reaction. (1) Given the reactants CN([CH:4]=[C:5]1[CH2:11][CH2:10][CH2:9][C:8]2[CH:12]=[C:13]([N:17]3[CH2:21][C@H:20]([CH2:22][NH:23][C:24](=[O:26])[CH3:25])[O:19][C:18]3=[O:27])[C:14]([F:16])=[CH:15][C:7]=2[C:6]1=O)C.Cl.[NH2:30][C:31]([NH2:33])=[NH:32].C(=O)([O-])[O-].[K+].[K+], predict the reaction product. The product is: [NH2:32][C:31]1[N:33]=[CH:4][C:5]2[CH2:11][CH2:10][CH2:9][C:8]3[CH:12]=[C:13]([N:17]4[CH2:21][C@H:20]([CH2:22][NH:23][C:24](=[O:26])[CH3:25])[O:19][C:18]4=[O:27])[C:14]([F:16])=[CH:15][C:7]=3[C:6]=2[N:30]=1. (2) Given the reactants Cl[C:2]1[CH:3]=[C:4]([C:14]([NH:16][CH2:17][C:18]2[C:19](=[O:26])[NH:20][C:21]([CH3:25])=[CH:22][C:23]=2[CH3:24])=[O:15])[C:5]2[CH:10]=[N:9][N:8]([CH:11]([CH3:13])[CH3:12])[C:6]=2[N:7]=1.CC1(C)C(C)(C)OB([C:35]2[CH:44]=[CH:43][C:38]3[NH:39][C:40](=[O:42])[NH:41][C:37]=3[CH:36]=2)O1.[CH3:46]S(C)=O, predict the reaction product. The product is: [CH3:24][C:23]1[CH:22]=[C:21]([CH3:25])[NH:20][C:19](=[O:26])[C:18]=1[CH2:17][NH:16][C:14]([C:4]1[C:5]2[C:10]([CH3:46])=[N:9][N:8]([CH:11]([CH3:13])[CH3:12])[C:6]=2[N:7]=[C:2]([C:35]2[CH:44]=[CH:43][C:38]3[NH:39][C:40](=[O:42])[NH:41][C:37]=3[CH:36]=2)[CH:3]=1)=[O:15]. (3) Given the reactants [Cl:1][C:2]1[CH:11]=[CH:10][C:5]([O:6][CH2:7][C:8]#[N:9])=[CH:4][CH:3]=1.Cl.[NH2:13][OH:14].C(=O)([O-])O.[Na+], predict the reaction product. The product is: [Cl:1][C:2]1[CH:11]=[CH:10][C:5]([O:6][CH2:7]/[C:8](=[N:13]/[OH:14])/[NH2:9])=[CH:4][CH:3]=1. (4) Given the reactants C(OC([N:8]1[CH2:15][C@H:14]2[N:16](C(OC(C)(C)C)=O)[C@H:10]([CH2:11][C:12]([C:27]3[CH:32]=[CH:31][C:30]([O:33][CH2:34][CH2:35][O:36][C:37]4[C:42]([Cl:43])=[CH:41][C:40]([CH3:44])=[CH:39][C:38]=4[Cl:45])=[CH:29][CH:28]=3)=[C:13]2[C:24](O)=[O:25])[CH2:9]1)=O)(C)(C)C.[Cl:46][C:47]1[CH:57]=[CH:56][C:55]([CH2:58][CH2:59][CH2:60][O:61][CH3:62])=[CH:54][C:48]=1[CH2:49][NH:50][CH:51]1[CH2:53][CH2:52]1, predict the reaction product. The product is: [Cl:46][C:47]1[CH:57]=[CH:56][C:55]([CH2:58][CH2:59][CH2:60][O:61][CH3:62])=[CH:54][C:48]=1[CH2:49][N:50]([CH:51]1[CH2:52][CH2:53]1)[C:24]([C:13]1[C@@H:14]2[NH:16][C@H:10]([CH2:11][C:12]=1[C:27]1[CH:32]=[CH:31][C:30]([O:33][CH2:34][CH2:35][O:36][C:37]3[C:42]([Cl:43])=[CH:41][C:40]([CH3:44])=[CH:39][C:38]=3[Cl:45])=[CH:29][CH:28]=1)[CH2:9][NH:8][CH2:15]2)=[O:25]. (5) Given the reactants [CH2:1]1[O:13][C:12]2[CH:11]=[C:10]3[C:5]([C:6]([N:14]([CH2:27][CH2:28][N:29]([CH3:31])[CH3:30])[C:15](=[O:26])[C:16]4[CH:21]=[C:20]([N+:22]([O-:24])=[O:23])[CH:19]=[CH:18][C:17]=4Br)=[CH:7][CH:8]=[N:9]3)=[CH:4][C:3]=2[O:2]1.C1OC2C=C3C(C(NCCN(C)C)=CC=N3)=CC=2O1.C(N(CC)CC)C.BrC1C=CC([N+]([O-])=O)=CC=1C(Cl)=O, predict the reaction product. The product is: [N+:22]([C:20]1[CH:19]=[CH:18][C:17]2[C:7]3[C:6](=[C:5]4[CH:4]=[C:3]5[O:2][CH2:1][O:13][C:12]5=[CH:11][C:10]4=[N:9][CH:8]=3)[N:14]([CH2:27][CH2:28][N:29]([CH3:31])[CH3:30])[C:15](=[O:26])[C:16]=2[CH:21]=1)([O-:24])=[O:23].